Dataset: Full USPTO retrosynthesis dataset with 1.9M reactions from patents (1976-2016). Task: Predict the reactants needed to synthesize the given product. (1) Given the product [Cl:44][C:43]1[CH:20]=[CH:19][CH:15]=[CH:14][C:18]=1[CH:32]([O:12][C:11]([NH:10][C:14]1[C:15]([C:19]2[CH:20]=[CH:21][C:22]([CH2:25][S:34][CH2:35][CH2:36][C:37]([O:39][CH3:40])=[O:38])=[CH:23][CH:24]=2)=[N:16][O:17][CH:18]=1)=[O:13])[CH3:33], predict the reactants needed to synthesize it. The reactants are: ClC1C=CC=CC=1C([N:10]([C:14]1[C:15]([C:19]2[CH:24]=[CH:23][C:22]([CH2:25]Br)=[CH:21][CH:20]=2)=[N:16][O:17][CH:18]=1)[C:11](=[O:13])[O-:12])C.C(N([CH2:32][CH3:33])CC)C.[SH:34][CH2:35][CH2:36][C:37]([O:39][CH3:40])=[O:38].O.Cl[CH2:43][Cl:44]. (2) Given the product [F:1][C:2]1[CH:3]=[C:4]([NH2:21])[C:5]([NH:6][CH2:7][C:8]2[CH:18]=[CH:17][C:11]3[N:12]=[C:13]([S:15][CH3:16])[S:14][C:10]=3[CH:9]=2)=[CH:19][CH:20]=1, predict the reactants needed to synthesize it. The reactants are: [F:1][C:2]1[CH:20]=[CH:19][C:5]([NH:6][CH2:7][C:8]2[CH:18]=[CH:17][C:11]3[N:12]=[C:13]([S:15][CH3:16])[S:14][C:10]=3[CH:9]=2)=[C:4]([N+:21]([O-])=O)[CH:3]=1.C(O)(=O)C.CO.